Dataset: Full USPTO retrosynthesis dataset with 1.9M reactions from patents (1976-2016). Task: Predict the reactants needed to synthesize the given product. (1) The reactants are: [OH:1][CH2:2][CH2:3][N:4]1[CH2:9][CH2:8][N:7]([C:10]2[N:11]([C:21]3[CH:26]=[CH:25][CH:24]=[CH:23][CH:22]=3)[C:12]3[C:17]([C:18]=2[CH:19]=[O:20])=[CH:16][CH:15]=[CH:14][CH:13]=3)[CH2:6][CH2:5]1.[P:27](Cl)([O:32][CH2:33][CH3:34])([O:29][CH2:30][CH3:31])=[O:28]. Given the product [CH:19]([C:18]1[C:17]2[C:12](=[CH:13][CH:14]=[CH:15][CH:16]=2)[N:11]([C:21]2[CH:26]=[CH:25][CH:24]=[CH:23][CH:22]=2)[C:10]=1[N:7]1[CH2:6][CH2:5][N:4]([CH2:3][CH2:2][O:1][P:27](=[O:28])([O:32][CH2:33][CH3:34])[O:29][CH2:30][CH3:31])[CH2:9][CH2:8]1)=[O:20], predict the reactants needed to synthesize it. (2) The reactants are: [N+:1]([C:4]1[CH:26]=[CH:25][C:7]([O:8][C:9]2[CH:10]=[CH:11][C:12]([B:17]3[O:21]C(C)(C)C(C)[O:18]3)=[C:13]([CH:16]=2)[CH:14]=O)=[CH:6][CH:5]=1)([O-:3])=[O:2].[BH4-].[Na+].Cl.C([O-])(O)=O.[Na+]. Given the product [N+:1]([C:4]1[CH:26]=[CH:25][C:7]([O:8][C:9]2[CH:10]=[CH:11][C:12]3[B:17]([OH:18])[O:21][CH2:14][C:13]=3[CH:16]=2)=[CH:6][CH:5]=1)([O-:3])=[O:2], predict the reactants needed to synthesize it. (3) Given the product [CH2:15]([C:12]1[C:13](=[O:14])[N:8]([C:4]2[CH:5]=[CH:6][CH:7]=[C:2]([NH:1][C:26](=[O:29])[CH2:27][CH3:28])[CH:3]=2)[C:9]2[N:25]=[CH:24][CH:23]=[CH:22][C:10]=2[N:11]=1)[C:16]1[CH:21]=[CH:20][CH:19]=[CH:18][CH:17]=1, predict the reactants needed to synthesize it. The reactants are: [NH2:1][C:2]1[CH:3]=[C:4]([N:8]2[C:13](=[O:14])[C:12]([CH2:15][C:16]3[CH:21]=[CH:20][CH:19]=[CH:18][CH:17]=3)=[N:11][C:10]3[CH:22]=[CH:23][CH:24]=[N:25][C:9]2=3)[CH:5]=[CH:6][CH:7]=1.[C:26](O[C:26](=[O:29])[CH2:27][CH3:28])(=[O:29])[CH2:27][CH3:28].N1C=CC=CC=1.C(=O)(O)[O-].[Na+]. (4) Given the product [NH2:17][CH:13]([C:10]([C:3]1[C:4]2[C:9](=[CH:8][CH:7]=[CH:6][CH:5]=2)[NH:1][CH:2]=1)([CH3:11])[CH3:12])[C:14]([OH:19])=[O:20], predict the reactants needed to synthesize it. The reactants are: [NH:1]1[C:9]2[C:4](=[CH:5][CH:6]=[CH:7][CH:8]=2)[C:3]([C:10]([CH:13]2[NH:17]C(=O)N[C:14]2=[O:19])([CH3:12])[CH3:11])=[CH:2]1.[OH-:20].[Na+]. (5) Given the product [C:1]1([NH:7][C:8]([C:10]2[NH:11][C:12]3[C:17]([C:18]=2[C:19]2[CH:20]=[CH:21][CH:22]=[CH:23][CH:24]=2)=[CH:16][C:15]([NH:25][S:36]([C:33]2[CH:32]=[CH:31][C:30]([S:27]([CH3:26])(=[O:29])=[O:28])=[CH:35][CH:34]=2)(=[O:38])=[O:37])=[CH:14][CH:13]=3)=[O:9])[CH:6]=[CH:5][CH:4]=[CH:3][CH:2]=1, predict the reactants needed to synthesize it. The reactants are: [C:1]1([NH:7][C:8]([C:10]2[NH:11][C:12]3[C:17]([C:18]=2[C:19]2[CH:24]=[CH:23][CH:22]=[CH:21][CH:20]=2)=[CH:16][C:15]([NH2:25])=[CH:14][CH:13]=3)=[O:9])[CH:6]=[CH:5][CH:4]=[CH:3][CH:2]=1.[CH3:26][S:27]([C:30]1[CH:35]=[CH:34][C:33]([S:36](Cl)(=[O:38])=[O:37])=[CH:32][CH:31]=1)(=[O:29])=[O:28]. (6) Given the product [CH:1]1([CH2:4][N:5]2[CH2:25][CH2:24][C@@:12]34[C:13]5[C:14]([OH:23])=[C:15]([C:20]([NH2:22])=[O:21])[CH:16]=[CH:17][C:18]=5[CH2:19][C@@H:6]2[C@:7]3([OH:27])[CH2:8][CH2:9][C:10](=[O:26])[CH2:11]4)[CH2:3][CH2:2]1, predict the reactants needed to synthesize it. The reactants are: [CH:1]1([CH2:4][N:5]2[CH2:25][CH2:24][C@:12]34[C:13]5[C:14]6[O:23][C@H:11]3[C:10](=[O:26])[CH2:9][CH2:8][C@@:7]4([OH:27])[C@H:6]2[CH2:19][C:18]=5[CH:17]=[CH:16][C:15]=6[C:20]([NH2:22])=[O:21])[CH2:3][CH2:2]1.[Cl-].[NH4+]. (7) Given the product [O:11]=[C:1]1[C:2]2[C:3](=[CH:7][CH:8]=[CH:9][CH:10]=2)[C:4](=[O:6])[N:13]1[C:14]1[C:15]([O:22][CH3:23])=[N:16][C:17]([O:20][CH3:21])=[CH:18][CH:19]=1, predict the reactants needed to synthesize it. The reactants are: [C:1]1(=[O:11])[O:6][C:4](=O)[C:3]2=[CH:7][CH:8]=[CH:9][CH:10]=[C:2]12.Cl.[NH2:13][C:14]1[C:15]([O:22][CH3:23])=[N:16][C:17]([O:20][CH3:21])=[CH:18][CH:19]=1.C([O-])(=O)C.[Na+].